Dataset: TCR-epitope binding with 47,182 pairs between 192 epitopes and 23,139 TCRs. Task: Binary Classification. Given a T-cell receptor sequence (or CDR3 region) and an epitope sequence, predict whether binding occurs between them. (1) The TCR CDR3 sequence is CASSIAGPPYNEQFF. Result: 0 (the TCR does not bind to the epitope). The epitope is SEPVLKGVKL. (2) The epitope is ILKEPVHGV. The TCR CDR3 sequence is CASSASYEQYF. Result: 0 (the TCR does not bind to the epitope).